Dataset: Reaction yield outcomes from USPTO patents with 853,638 reactions. Task: Predict the reaction yield, written as a fraction of the theoretical maximum amount of product (1.0 means a 100% yield; for example, 0.34 means a 34% yield). The reactants are F[P-](F)(F)(F)(F)F.N1(O[P+](N(C)C)(N(C)C)N(C)C)C2C=CC=CC=2N=N1.[CH:28]1([CH2:33][CH:34]([C:38]2[CH:43]=[CH:42][C:41]([C:44]([F:47])([F:46])[F:45])=[CH:40][CH:39]=2)[C:35]([OH:37])=O)[CH2:32][CH2:31][CH2:30][CH2:29]1.[NH2:48][C:49]1[CH:54]=[CH:53][CH:52]=[CH:51][N:50]=1.C(N(CC)C(C)C)(C)C. The catalyst is CN(C)C=O.O. The product is [CH:28]1([CH2:33][CH:34]([C:38]2[CH:43]=[CH:42][C:41]([C:44]([F:47])([F:46])[F:45])=[CH:40][CH:39]=2)[C:35]([NH:48][C:49]2[CH:54]=[CH:53][CH:52]=[CH:51][N:50]=2)=[O:37])[CH2:29][CH2:30][CH2:31][CH2:32]1. The yield is 0.533.